This data is from Forward reaction prediction with 1.9M reactions from USPTO patents (1976-2016). The task is: Predict the product of the given reaction. (1) Given the reactants [Cl-].[O:2]=[C:3]([C:6]1[CH:11]=[CH:10][CH:9]=[CH:8][CH:7]=1)[CH2:4][NH3+:5].C(Cl)Cl.[C:15](OC(=O)C)(=[O:17])[CH3:16].CCN(C(C)C)C(C)C, predict the reaction product. The product is: [O:2]=[C:3]([C:6]1[CH:11]=[CH:10][CH:9]=[CH:8][CH:7]=1)[CH2:4][NH:5][C:15](=[O:17])[CH3:16]. (2) The product is: [C:24]([O:5][C@H:6]1[CH2:10][CH2:9][N:8]([C:11]([O:13][CH2:14][C:15]2[CH:20]=[CH:19][C:18]([N+:21]([O-:23])=[O:22])=[CH:17][CH:16]=2)=[O:12])[CH2:7]1)(=[O:26])[CH3:25]. Given the reactants CS([O:5][C@@H:6]1[CH2:10][CH2:9][N:8]([C:11]([O:13][CH2:14][C:15]2[CH:20]=[CH:19][C:18]([N+:21]([O-:23])=[O:22])=[CH:17][CH:16]=2)=[O:12])[CH2:7]1)(=O)=O.[C:24]([O-])(=[O:26])[CH3:25].[K+], predict the reaction product.